The task is: Predict the reaction yield, written as a fraction of the theoretical maximum amount of product (1.0 means a 100% yield; for example, 0.34 means a 34% yield).. This data is from Reaction yield outcomes from USPTO patents with 853,638 reactions. (1) The reactants are [CH2:1]([S:3][C:4]1[CH:9]=[C:8]([Cl:10])[CH:7]=[C:6]([Cl:11])[CH:5]=1)[CH3:2].C([Li])CCC.CN(C)[CH:19]=[O:20]. The catalyst is O1CCCC1. The product is [Cl:10][C:8]1[CH:9]=[C:4]([S:3][CH2:1][CH3:2])[CH:5]=[C:6]([Cl:11])[C:7]=1[CH:19]=[O:20]. The yield is 0.970. (2) The reactants are C([O-])(O)=O.[Na+].[C:6]1([S:12]([CH2:15][CH2:16][S:17][C:18]2[C:23]([NH2:24])=[CH:22][CH:21]=[CH:20][N:19]=2)(=[O:14])=[O:13])[CH:11]=[CH:10][CH:9]=[CH:8][CH:7]=1.[CH:25]1([CH2:31][C:32](Cl)=[O:33])[CH2:30][CH2:29][CH2:28][CH2:27][CH2:26]1.CCCCCC. The catalyst is O1CCOCC1. The product is [C:6]1([S:12]([CH2:15][CH2:16][S:17][C:18]2[C:23]([NH:24][C:32](=[O:33])[CH2:31][CH:25]3[CH2:30][CH2:29][CH2:28][CH2:27][CH2:26]3)=[CH:22][CH:21]=[CH:20][N:19]=2)(=[O:14])=[O:13])[CH:7]=[CH:8][CH:9]=[CH:10][CH:11]=1. The yield is 0.880. (3) The yield is 0.990. The reactants are C([N:8]1[CH2:25][CH:24]([CH2:26][OH:27])[O:23][C:10]2([CH2:15][CH2:14][N:13]([C:16]([O:18][C:19]([CH3:22])([CH3:21])[CH3:20])=[O:17])[CH2:12][CH2:11]2)[CH2:9]1)C1C=CC=CC=1.C([O-])=O.[NH4+]. The product is [OH:27][CH2:26][CH:24]1[O:23][C:10]2([CH2:11][CH2:12][N:13]([C:16]([O:18][C:19]([CH3:21])([CH3:20])[CH3:22])=[O:17])[CH2:14][CH2:15]2)[CH2:9][NH:8][CH2:25]1. The catalyst is [OH-].[OH-].[Pd+2]. (4) The catalyst is C(Cl)Cl. The yield is 0.860. The reactants are [F:1][C:2]([F:15])([F:14])[S:3]([O:6]S(C(F)(F)F)(=O)=O)(=[O:5])=[O:4].O[CH:17]([CH2:23][CH2:24][C:25]1[CH:30]=[CH:29][CH:28]=[CH:27][CH:26]=1)[C:18]([O:20][CH2:21][CH3:22])=[O:19].O.Cl. The product is [C:25]1([CH2:24][CH2:23][CH:17]([O:6][S:3]([C:2]([F:15])([F:14])[F:1])(=[O:5])=[O:4])[C:18]([O:20][CH2:21][CH3:22])=[O:19])[CH:30]=[CH:29][CH:28]=[CH:27][CH:26]=1.